From a dataset of NCI-60 drug combinations with 297,098 pairs across 59 cell lines. Regression. Given two drug SMILES strings and cell line genomic features, predict the synergy score measuring deviation from expected non-interaction effect. (1) Drug 1: C1C(C(OC1N2C=C(C(=O)NC2=O)F)CO)O. Drug 2: CN(C(=O)NC(C=O)C(C(C(CO)O)O)O)N=O. Cell line: MDA-MB-435. Synergy scores: CSS=6.74, Synergy_ZIP=-1.38, Synergy_Bliss=4.13, Synergy_Loewe=-4.69, Synergy_HSA=2.25. (2) Drug 1: C1=CC(=C2C(=C1NCCNCCO)C(=O)C3=C(C=CC(=C3C2=O)O)O)NCCNCCO. Drug 2: C#CCC(CC1=CN=C2C(=N1)C(=NC(=N2)N)N)C3=CC=C(C=C3)C(=O)NC(CCC(=O)O)C(=O)O. Cell line: NCI-H522. Synergy scores: CSS=44.9, Synergy_ZIP=-0.372, Synergy_Bliss=-0.809, Synergy_Loewe=-0.512, Synergy_HSA=-0.426. (3) Drug 1: CS(=O)(=O)C1=CC(=C(C=C1)C(=O)NC2=CC(=C(C=C2)Cl)C3=CC=CC=N3)Cl. Drug 2: C1=NC(=NC(=O)N1C2C(C(C(O2)CO)O)O)N. Cell line: NCI-H460. Synergy scores: CSS=20.6, Synergy_ZIP=-2.24, Synergy_Bliss=6.51, Synergy_Loewe=-10.7, Synergy_HSA=6.39. (4) Drug 1: C1CN1P(=S)(N2CC2)N3CC3. Drug 2: CC1=C(C(=O)C2=C(C1=O)N3CC4C(C3(C2COC(=O)N)OC)N4)N. Cell line: MCF7. Synergy scores: CSS=22.4, Synergy_ZIP=-3.31, Synergy_Bliss=-2.21, Synergy_Loewe=0.0852, Synergy_HSA=1.49. (5) Drug 2: C1CC(=O)NC(=O)C1N2C(=O)C3=CC=CC=C3C2=O. Cell line: 786-0. Drug 1: CCCS(=O)(=O)NC1=C(C(=C(C=C1)F)C(=O)C2=CNC3=C2C=C(C=N3)C4=CC=C(C=C4)Cl)F. Synergy scores: CSS=9.28, Synergy_ZIP=5.11, Synergy_Bliss=9.75, Synergy_Loewe=7.55, Synergy_HSA=8.58. (6) Drug 1: C1=C(C(=O)NC(=O)N1)F. Drug 2: C1CN(CCN1C(=O)CCBr)C(=O)CCBr. Cell line: SN12C. Synergy scores: CSS=29.7, Synergy_ZIP=-3.85, Synergy_Bliss=-0.809, Synergy_Loewe=-2.67, Synergy_HSA=1.37.